Predict which catalyst facilitates the given reaction. From a dataset of Catalyst prediction with 721,799 reactions and 888 catalyst types from USPTO. (1) Reactant: [CH3:1][C:2]1[CH:3]=[C:4]([CH:9]2[CH2:14][N:13]([C:15](OC3C=CC([N+]([O-])=O)=CC=3)=[O:16])[CH2:12][CH:11]([C:27]([O:29][CH3:30])=[O:28])[CH2:10]2)[CH:5]=[CH:6][C:7]=1[CH3:8].[NH:31]1[CH2:36][CH2:35][CH:34]([C:37]#[N:38])[CH2:33][CH2:32]1.C(=O)([O-])[O-].[K+].[K+]. Product: [C:37]([CH:34]1[CH2:35][CH2:36][N:31]([C:15]([N:13]2[CH2:14][CH:9]([C:4]3[CH:5]=[CH:6][C:7]([CH3:8])=[C:2]([CH3:1])[CH:3]=3)[CH2:10][CH:11]([C:27]([O:29][CH3:30])=[O:28])[CH2:12]2)=[O:16])[CH2:32][CH2:33]1)#[N:38]. The catalyst class is: 9. (2) Reactant: [CH3:1][O:2][C:3]([O:6][CH3:7])([CH3:5])[CH3:4].C1(C)C=CC(S([O-])(=O)=O)=CC=1.[NH+]1C=CC=CC=1.[I:25][C:26](=[CH2:32])[CH2:27][C@@H](O)CO. Product: [I:25][C:26](=[CH2:27])[CH2:32][C@@H:1]1[CH2:7][O:6][C:3]([CH3:5])([CH3:4])[O:2]1. The catalyst class is: 4. (3) Reactant: C[O:2][C:3]([C:5]1[CH:6]=[C:7]([O:11][CH:12]([CH2:23][CH3:24])[C:13]([NH:15][C:16]([CH3:22])([CH3:21])[C:17]#[C:18][CH2:19][CH3:20])=[O:14])[CH:8]=[N:9][CH:10]=1)=[O:4].[OH-].[Na+]. Product: [C:3]([C:5]1[CH:6]=[C:7]([O:11][CH:12]([CH2:23][CH3:24])[C:13]([NH:15][C:16]([CH3:22])([CH3:21])[C:17]#[C:18][CH2:19][CH3:20])=[O:14])[CH:8]=[N:9][CH:10]=1)([OH:4])=[O:2]. The catalyst class is: 378. (4) Reactant: [Cl:1][C:2]1[CH:3]=[C:4]([C:12]2[O:16][N:15]=[C:14]([C:17]3[CH:18]=[C:19]4[C:23](=[CH:24][C:25]=3[F:26])[NH:22][N:21]=[CH:20]4)[N:13]=2)[CH:5]=[N:6][C:7]=1[O:8][CH:9]([CH3:11])[CH3:10].C(=O)([O-])[O-].[Cs+].[Cs+].Br[CH2:34][CH2:35][CH2:36][C:37]([O:39][CH2:40][CH3:41])=[O:38]. Product: [Cl:1][C:2]1[CH:3]=[C:4]([C:12]2[O:16][N:15]=[C:14]([C:17]3[CH:18]=[C:19]4[C:23](=[CH:24][C:25]=3[F:26])[N:22]([CH2:34][CH2:35][CH2:36][C:37]([O:39][CH2:40][CH3:41])=[O:38])[N:21]=[CH:20]4)[N:13]=2)[CH:5]=[N:6][C:7]=1[O:8][CH:9]([CH3:10])[CH3:11]. The catalyst class is: 3. (5) Reactant: FC(F)(F)C(O)=O.[CH3:8][O:9][C:10](=[O:36])[C@@H:11]([NH:14][C:15]([C:17]1[S:18][C:19]([C:25](=[O:35])[NH:26][CH2:27][C:28]2[CH:33]=[CH:32][CH:31]=[C:30]([OH:34])[CH:29]=2)=[CH:20][C:21]=1[CH:22]([CH3:24])[CH3:23])=[O:16])[CH2:12][NH2:13].C(N(CC)CC)C.CN(C(ON1N=NC2C=CC=CC1=2)=[N+](C)C)C.F[P-](F)(F)(F)(F)F.C1C=CC2N(O)N=NC=2C=1.[S:78]1[CH:82]=[CH:81][CH:80]=[C:79]1[C:83](O)=[O:84]. Product: [CH3:8][O:9][C:10](=[O:36])[C@@H:11]([NH:14][C:15]([C:17]1[S:18][C:19]([C:25](=[O:35])[NH:26][CH2:27][C:28]2[CH:33]=[CH:32][CH:31]=[C:30]([OH:34])[CH:29]=2)=[CH:20][C:21]=1[CH:22]([CH3:24])[CH3:23])=[O:16])[CH2:12][NH:13][C:83]([C:79]1[S:78][CH:82]=[CH:81][CH:80]=1)=[O:84]. The catalyst class is: 31.